Regression. Given two drug SMILES strings and cell line genomic features, predict the synergy score measuring deviation from expected non-interaction effect. From a dataset of NCI-60 drug combinations with 297,098 pairs across 59 cell lines. Drug 1: CN(C)C1=NC(=NC(=N1)N(C)C)N(C)C. Drug 2: C1=NC(=NC(=O)N1C2C(C(C(O2)CO)O)O)N. Cell line: HCT116. Synergy scores: CSS=10.5, Synergy_ZIP=-4.82, Synergy_Bliss=-3.07, Synergy_Loewe=-23.8, Synergy_HSA=-3.00.